From a dataset of Forward reaction prediction with 1.9M reactions from USPTO patents (1976-2016). Predict the product of the given reaction. (1) The product is: [CH2:32]([O:31][CH2:27][C@@H:28]([OH:30])[CH2:29][C:2]1[C:3]([O:17][CH3:18])=[C:4]([C:9]2[C:14]([Cl:15])=[CH:13][CH:12]=[CH:11][C:10]=2[Cl:16])[CH:5]=[C:6]([F:8])[CH:7]=1)[C:33]1[CH:38]=[CH:37][CH:36]=[CH:35][CH:34]=1. Given the reactants Br[C:2]1[C:3]([O:17][CH3:18])=[C:4]([C:9]2[C:14]([Cl:15])=[CH:13][CH:12]=[CH:11][C:10]=2[Cl:16])[CH:5]=[C:6]([F:8])[CH:7]=1.C([Mg]Cl)(C)C.[Cu]C#N.[CH2:27]([O:31][CH2:32][C:33]1[CH:38]=[CH:37][CH:36]=[CH:35][CH:34]=1)[C@H:28]1[O:30][CH2:29]1, predict the reaction product. (2) Given the reactants Cl[C:2]1[CH:11]=[CH:10][C:9]2[C:4](=[CH:5][CH:6]=[C:7]([Cl:12])[CH:8]=2)[N:3]=1.[N:13]1([C:19]([O:21][C:22]([CH3:25])([CH3:24])[CH3:23])=[O:20])[CH2:18][CH2:17][NH:16][CH2:15][CH2:14]1.C(=O)([O-])[O-].[K+].[K+], predict the reaction product. The product is: [Cl:12][C:7]1[CH:8]=[C:9]2[C:4](=[CH:5][CH:6]=1)[N:3]=[C:2]([N:16]1[CH2:15][CH2:14][N:13]([C:19]([O:21][C:22]([CH3:25])([CH3:24])[CH3:23])=[O:20])[CH2:18][CH2:17]1)[CH:11]=[CH:10]2.